The task is: Predict the reactants needed to synthesize the given product.. This data is from Full USPTO retrosynthesis dataset with 1.9M reactions from patents (1976-2016). (1) Given the product [Cl:23][C:18]1[CH:17]=[C:16]([N:13]2[CH:12]([C:24]3[CH:29]=[CH:28][CH:27]=[CH:26][N:25]=3)[C:11]3([CH2:10][CH2:9][NH:8][CH2:31][CH2:30]3)[C:14]2=[O:15])[CH:21]=[CH:20][C:19]=1[F:22], predict the reactants needed to synthesize it. The reactants are: C(OC([N:8]1[CH2:31][CH2:30][C:11]2([C:14](=[O:15])[N:13]([C:16]3[CH:21]=[CH:20][C:19]([F:22])=[C:18]([Cl:23])[CH:17]=3)[CH:12]2[C:24]2[CH:29]=[CH:28][CH:27]=[CH:26][N:25]=2)[CH2:10][CH2:9]1)=O)(C)(C)C.C(O)(C(F)(F)F)=O. (2) Given the product [C:36]([O:8][CH:7]([C:1]1[CH:6]=[CH:5][CH:4]=[CH:3][CH:2]=1)[C:9]1[CH:10]=[N:11][C:12]2[C:17]([C:18]=1[C:19]1[CH:20]=[CH:21][CH:22]=[CH:23][CH:24]=1)=[CH:16][CH:15]=[CH:14][C:13]=2[C:25]([F:28])([F:26])[F:27])(=[O:38])[CH3:37], predict the reactants needed to synthesize it. The reactants are: [C:1]1([CH:7]([C:9]2[CH:10]=[N:11][C:12]3[C:17]([C:18]=2[C:19]2[CH:24]=[CH:23][CH:22]=[CH:21][CH:20]=2)=[CH:16][CH:15]=[CH:14][C:13]=3[C:25]([F:28])([F:27])[F:26])[OH:8])[CH:6]=[CH:5][CH:4]=[CH:3][CH:2]=1.C(N(CC)CC)C.[C:36](Cl)(=[O:38])[CH3:37].